Dataset: Blood-brain barrier penetration binary classification data from Martins et al.. Task: Regression/Classification. Given a drug SMILES string, predict its absorption, distribution, metabolism, or excretion properties. Task type varies by dataset: regression for continuous measurements (e.g., permeability, clearance, half-life) or binary classification for categorical outcomes (e.g., BBB penetration, CYP inhibition). Dataset: bbb_martins. (1) The compound is C[C@@H]1C[C@H]2[C@@H]3C[C@H](F)C4=CC(=O)C=C[C@]4(C)[C@@]3(F)[C@@H](O)C[C@]2(C)[C@H]1C(=O)COC(=O)C(C)(C)C. The result is 1 (penetrates BBB). (2) The drug is O=C1NC(c2ccccc2)(c2ccccc2)C(=O)N1COP(=O)(O)O. The result is 1 (penetrates BBB). (3) The drug is CC(=O)Nc1c(I)c(NC(C)=O)c(I)c(C(=O)[O-])c1I.[Na+]. The result is 0 (does not penetrate BBB). (4) The drug is CCC(=O)N1CCN(C(=O)OC2C3=C(SCCS3)C(=O)N2c2ccc3ccc(Cl)nc3n2)CC1. The result is 1 (penetrates BBB).